From a dataset of Catalyst prediction with 721,799 reactions and 888 catalyst types from USPTO. Predict which catalyst facilitates the given reaction. (1) Reactant: [CH3:1][S:2](Cl)(=[O:4])=[O:3].[O:6]1[C:10]2[CH:11]=[CH:12][CH:13]=[CH:14][C:9]=2[N:8]=[C:7]1[S:15][CH2:16][CH2:17][N:18]1[CH2:23][CH2:22][N:21]([CH2:24][C:25]([NH:27][C:28]2[C:33]([CH:34]([CH3:36])[CH3:35])=[CH:32][CH:31]=[C:30]([OH:37])[C:29]=2[CH:38]([CH3:40])[CH3:39])=[O:26])[CH2:20][CH2:19]1.C(N(CC)CC)C. Product: [O:6]1[C:10]2[CH:11]=[CH:12][CH:13]=[CH:14][C:9]=2[N:8]=[C:7]1[S:15][CH2:16][CH2:17][N:18]1[CH2:23][CH2:22][N:21]([CH2:24][C:25]([NH:27][C:28]2[C:33]([CH:34]([CH3:35])[CH3:36])=[CH:32][CH:31]=[C:30]([O:37][S:2]([CH3:1])(=[O:4])=[O:3])[C:29]=2[CH:38]([CH3:40])[CH3:39])=[O:26])[CH2:20][CH2:19]1. The catalyst class is: 20. (2) Product: [Br-:25].[CH3:1][C:2]1[N:6]=[C:5]([N:7]2[N:8]=[C:9]([C:18]3[CH:23]=[CH:22][CH:21]=[CH:20][CH:19]=3)[NH2+:10][N:11]2[C:12]2[CH:17]=[CH:16][CH:15]=[CH:14][CH:13]=2)[S:4][C:3]=1[CH3:24]. Reactant: [CH3:1][C:2]1[N:6]=[C:5]([N+:7]2[N:11]([C:12]3[CH:17]=[CH:16][CH:15]=[CH:14][CH:13]=3)[N:10]=[C:9]([C:18]3[CH:23]=[CH:22][CH:21]=[CH:20][CH:19]=3)[N:8]=2)[S:4][C:3]=1[CH3:24].[Br-:25]. The catalyst class is: 32. (3) Reactant: [Br:1][C:2]1[CH:7]=[CH:6][C:5]([F:8])=[CH:4][C:3]=1[OH:9].C(=O)([O-])[O-].[Cs+].[Cs+].[I-].[K+].Br[CH:19]1[CH2:21][CH2:20]1. Product: [Br:1][C:2]1[CH:7]=[CH:6][C:5]([F:8])=[CH:4][C:3]=1[O:9][CH:19]1[CH2:21][CH2:20]1. The catalyst class is: 39. (4) Product: [CH3:22][C:23]1[NH:20][C:6]2[CH2:5][CH2:4][N:3]([C:9]([O:11][C:12]([CH3:15])([CH3:14])[CH3:13])=[O:10])[C:2](=[O:1])[C:7]=2[CH:24]=1. Reactant: [O:1]=[C:2]1[CH2:7][C:6](=O)[CH2:5][CH2:4][N:3]1[C:9]([O:11][C:12]([CH3:15])([CH3:14])[CH3:13])=[O:10].C([O-])(=O)C.[NH4+:20].Cl[CH2:22][C:23](=O)[CH3:24]. The catalyst class is: 14. (5) Reactant: [CH2:1]([O:3][C:4]([N:6]1[C:14]2[C:9](=[CH:10][C:11]([C:15]3[S:19][C:18]([C:20]4[CH:25]=[CH:24][CH:23]=[CH:22][CH:21]=4)=[N:17][C:16]=3[CH3:26])=[CH:12][CH:13]=2)[CH:8]=[C:7]1OS(C(F)(F)F)(=O)=O)=[O:5])[CH3:2].[CH3:35][C:36]1[C:41](B(O)O)=[CH:40][CH:39]=[CH:38][N:37]=1.CCO.C([O-])(O)=O.[Na+]. Product: [CH2:1]([O:3][C:4]([N:6]1[C:14]2[C:9](=[CH:10][C:11]([C:15]3[S:19][C:18]([C:20]4[CH:21]=[CH:22][CH:23]=[CH:24][CH:25]=4)=[N:17][C:16]=3[CH3:26])=[CH:12][CH:13]=2)[CH:8]=[C:7]1[C:41]1[C:36]([CH3:35])=[N:37][CH:38]=[CH:39][CH:40]=1)=[O:5])[CH3:2]. The catalyst class is: 11. (6) Reactant: [CH3:1][C@H:2]1[C@@H:6]([C:7]2[N:11]3[C:12]4[CH:18]=[CH:17][N:16](S(C5C=CC(C)=CC=5)(=O)=O)[C:13]=4[N:14]=[CH:15][C:10]3=[N:9][N:8]=2)[CH2:5][C@H:4]([CH2:29][CH2:30][C:31]#[N:32])[CH2:3]1.[C-]#N.[K+]. Product: [CH3:1][C@H:2]1[C@@H:6]([C:7]2[N:11]3[C:12]4[CH:18]=[CH:17][NH:16][C:13]=4[N:14]=[CH:15][C:10]3=[N:9][N:8]=2)[CH2:5][C@H:4]([CH2:29][CH2:30][C:31]#[N:32])[CH2:3]1. The catalyst class is: 5. (7) The catalyst class is: 6. Reactant: [N+]([C:4]1[CH:5]=[C:6]([CH:25]=[CH:26][CH:27]=1)[CH2:7][O:8][C:9]1[CH:10]=[C:11]([C:15]2[CH:19]=[CH:18][O:17][C:16]=2[C:20]([O:22][CH2:23][CH3:24])=[O:21])[CH:12]=[CH:13][CH:14]=1)([O-])=O.[Cl-].[NH4+:29].C(O)C. Product: [NH2:29][C:25]1[CH:26]=[CH:27][CH:4]=[CH:5][C:6]=1[CH2:7][O:8][C:9]1[CH:10]=[C:11]([C:15]2[CH:19]=[CH:18][O:17][C:16]=2[C:20]([O:22][CH2:23][CH3:24])=[O:21])[CH:12]=[CH:13][CH:14]=1. (8) Reactant: [CH3:1][N:2]1[CH:7]=[CH:6][C:5](=[O:8])[NH:4][C:3]1=[O:9].C1CN([P+](O[N:27]2[N:35]=[N:34][C:29]3[CH:30]=[CH:31][CH:32]=[N:33][C:28]2=3)(N2CCCC2)N2CCCC2)CC1.F[P-](F)(F)(F)(F)F.C1CCN2C(=NCCC2)CC1. Product: [N:34]1[C:29]2[C:28](=[N:33][CH:32]=[CH:31][CH:30]=2)[N:27]([O:8][C:5]2[CH:6]=[CH:7][N:2]([CH3:1])[C:3](=[O:9])[N:4]=2)[N:35]=1. The catalyst class is: 23. (9) Reactant: [NH2:1][C:2]1[N:7]=[C:6]([NH:8][CH2:9][CH2:10][NH:11][C:12]2[N:17]=[C:16]([C:18]3[CH:23]=[CH:22][C:21]([Cl:24])=[CH:20][C:19]=3[Cl:25])[C:15]([NH:26][C:27]([C:29]3[CH:37]=[CH:36][CH:35]=[CH:34][C:30]=3[C:31]([OH:33])=O)=[O:28])=[CH:14][N:13]=2)[CH:5]=[CH:4][C:3]=1[N+:38]([O-:40])=[O:39]. Product: [NH2:1][C:2]1[N:7]=[C:6]([NH:8][CH2:9][CH2:10][NH:11][C:12]2[N:17]=[C:16]([C:18]3[CH:23]=[CH:22][C:21]([Cl:24])=[CH:20][C:19]=3[Cl:25])[C:15]([N:26]3[C:27](=[O:28])[C:29]4[C:30](=[CH:34][CH:35]=[CH:36][CH:37]=4)[C:31]3=[O:33])=[CH:14][N:13]=2)[CH:5]=[CH:4][C:3]=1[N+:38]([O-:40])=[O:39]. The catalyst class is: 15. (10) Reactant: [CH3:1][O:2][C:3]1[CH:4]=[C:5]2[C:10](=[CH:11][C:12]=1[O:13][CH3:14])[N:9]=[CH:8][CH:7]=[C:6]2[O:15][C:16]1[C:22]([CH3:23])=[CH:21][C:19]([NH2:20])=[C:18]([CH3:24])[CH:17]=1.ClC(Cl)(O[C:29](=O)[O:30][C:31](Cl)(Cl)Cl)Cl.[F:37][C:38]1C=CC=[C:40](OC)[C:39]=1N.[C:47](=[O:50])([O-])O.[Na+].C([N:54]([CH2:57][CH3:58])CC)C. Product: [CH3:1][O:2][C:3]1[CH:4]=[C:5]2[C:10](=[CH:11][C:12]=1[O:13][CH3:14])[N:9]=[CH:8][CH:7]=[C:6]2[O:15][C:16]1[C:22]([CH3:23])=[CH:21][C:19]([NH:20][C:47]([NH:54][C:57]2[CH:58]=[CH:40][CH:39]=[C:38]([F:37])[C:29]=2[O:30][CH3:31])=[O:50])=[C:18]([CH3:24])[CH:17]=1. The catalyst class is: 452.